This data is from Reaction yield outcomes from USPTO patents with 853,638 reactions. The task is: Predict the reaction yield, written as a fraction of the theoretical maximum amount of product (1.0 means a 100% yield; for example, 0.34 means a 34% yield). The reactants are [OH:1][C:2]1[CH:3]=[CH:4][C:5]2[O:9][C:8](=O)[S:7][C:6]=2[CH:11]=1.[C:12](=O)([O-])[O-].[K+].[K+].C(Br)C=C. The catalyst is CC(C)=O. The product is [CH3:8][O:9][C:5]1[CH:4]=[CH:3][C:2]([OH:1])=[CH:11][C:6]=1[S:7][CH3:12]. The yield is 0.770.